This data is from Forward reaction prediction with 1.9M reactions from USPTO patents (1976-2016). The task is: Predict the product of the given reaction. (1) Given the reactants Br[C:2]1[N:26](S(C2C=CC(C)=CC=2)(=O)=O)[C:5]2[N:6]=[CH:7][N:8]=[C:9]([C:10]3[CH:24]=[CH:23][C:13]([CH2:14][NH:15][C:16](=[O:22])[O:17][C:18]([CH3:21])([CH3:20])[CH3:19])=[C:12]([F:25])[CH:11]=3)[C:4]=2[CH:3]=1.[CH3:37][N:38]([CH3:55])[CH2:39][CH2:40][N:41]1[CH:45]=[C:44](B2OC(C)(C)C(C)(C)O2)[CH:43]=[N:42]1.COCCOC.C(=O)([O-])[O-].[K+].[K+], predict the reaction product. The product is: [C:18]([O:17][C:16](=[O:22])[NH:15][CH2:14][C:13]1[CH:23]=[CH:24][C:10]([C:9]2[C:4]3[CH:3]=[C:2]([C:44]4[CH:43]=[N:42][N:41]([CH2:40][CH2:39][N:38]([CH3:55])[CH3:37])[CH:45]=4)[NH:26][C:5]=3[N:6]=[CH:7][N:8]=2)=[CH:11][C:12]=1[F:25])([CH3:19])([CH3:20])[CH3:21]. (2) The product is: [CH:1]1([C:7]2[N:12]3[N:13]=[CH:14][C:15]([C:16]4[NH:44][N:43]=[N:42][N:17]=4)=[C:11]3[N:10]=[CH:9][C:8]=2[C:18]2[CH:23]=[CH:22][C:21]([C:24]3[CH:25]=[CH:26][C:27]([S:30]([CH3:33])(=[O:31])=[O:32])=[CH:28][CH:29]=3)=[CH:20][CH:19]=2)[CH2:2][CH2:3][CH2:4][CH2:5][CH2:6]1. Given the reactants [CH:1]1([C:7]2[N:12]3[N:13]=[CH:14][C:15]([C:16]#[N:17])=[C:11]3[N:10]=[CH:9][C:8]=2[C:18]2[CH:23]=[CH:22][C:21]([C:24]3[CH:29]=[CH:28][C:27]([S:30]([CH3:33])(=[O:32])=[O:31])=[CH:26][CH:25]=3)=[CH:20][CH:19]=2)[CH2:6][CH2:5][CH2:4][CH2:3][CH2:2]1.Cl.C(N(CC)CC)C.[N-:42]=[N+:43]=[N-:44].[Na+], predict the reaction product.